Dataset: Catalyst prediction with 721,799 reactions and 888 catalyst types from USPTO. Task: Predict which catalyst facilitates the given reaction. Reactant: [F:1][C:2]1[CH:3]=[C:4]([NH:9][C:10](=[O:22])[C:11]2[CH:16]=[C:15]([S:17](=[O:20])(=[O:19])[NH2:18])[CH:14]=[CH:13][C:12]=2[F:21])[CH:5]=[CH:6][C:7]=1[F:8].[CH3:23][N:24]([CH3:28])[C:25](Cl)=[O:26]. Product: [F:1][C:2]1[CH:3]=[C:4]([NH:9][C:10](=[O:22])[C:11]2[CH:16]=[C:15]([S:17](=[O:20])(=[O:19])[NH:18][C:25](=[O:26])[N:24]([CH3:28])[CH3:23])[CH:14]=[CH:13][C:12]=2[F:21])[CH:5]=[CH:6][C:7]=1[F:8]. The catalyst class is: 377.